This data is from Reaction yield outcomes from USPTO patents with 853,638 reactions. The task is: Predict the reaction yield, written as a fraction of the theoretical maximum amount of product (1.0 means a 100% yield; for example, 0.34 means a 34% yield). The catalyst is CO. The reactants are [CH2:1]([O:8][C:9]([N:11]1[CH2:16][CH2:15][CH:14]([C:17]2[O:18][C:19]3[C:25]([C:26]([O:28]C)=O)=[CH:24][CH:23]=[CH:22][C:20]=3[N:21]=2)[CH2:13][CH2:12]1)=[O:10])[C:2]1[CH:7]=[CH:6][CH:5]=[CH:4][CH:3]=1.[NH4+:30]. The yield is 0.370. The product is [C:26]([C:25]1[C:19]2[O:18][C:17]([CH:14]3[CH2:13][CH2:12][N:11]([C:9]([O:8][CH2:1][C:2]4[CH:3]=[CH:4][CH:5]=[CH:6][CH:7]=4)=[O:10])[CH2:16][CH2:15]3)=[N:21][C:20]=2[CH:22]=[CH:23][CH:24]=1)(=[O:28])[NH2:30].